This data is from Full USPTO retrosynthesis dataset with 1.9M reactions from patents (1976-2016). The task is: Predict the reactants needed to synthesize the given product. (1) Given the product [CH3:25][N:26]([CH2:21][CH2:20][C:19]#[C:18][C:16]1[CH:15]=[CH:14][C:13]2[C:9]([C:6]3[CH:7]=[CH:8][C:3]([C:2]([F:24])([F:1])[F:23])=[CH:4][CH:5]=3)=[N:10][S:11][C:12]=2[CH:17]=1)[CH2:27][CH2:28][OH:29], predict the reactants needed to synthesize it. The reactants are: [F:1][C:2]([F:24])([F:23])[C:3]1[CH:8]=[CH:7][C:6]([C:9]2[C:13]3[CH:14]=[CH:15][C:16]([C:18]#[C:19][CH2:20][CH2:21]O)=[CH:17][C:12]=3[S:11][N:10]=2)=[CH:5][CH:4]=1.[CH3:25][NH:26][CH2:27][CH2:28][OH:29]. (2) The reactants are: [CH2:1]([C@@:4]1([C:20]2[CH:25]=[CH:24][C:23]([F:26])=[CH:22][CH:21]=2)[O:9][C:8](=[O:10])[N:7]([C@H:11]([C:13]2[CH:18]=[CH:17][CH:16]=[C:15]([F:19])[CH:14]=2)[CH3:12])[CH2:6][CH2:5]1)[CH:2]=[CH2:3].B.C1C[O:31]CC1.[OH-].[Na+].OO.Cl. Given the product [F:26][C:23]1[CH:22]=[CH:21][C:20]([C@:4]2([CH2:1][CH2:2][CH2:3][OH:31])[O:9][C:8](=[O:10])[N:7]([C@H:11]([C:13]3[CH:18]=[CH:17][CH:16]=[C:15]([F:19])[CH:14]=3)[CH3:12])[CH2:6][CH2:5]2)=[CH:25][CH:24]=1, predict the reactants needed to synthesize it. (3) The reactants are: [C:1]([O:5][C:6]([N:8]1[CH2:13][CH:12]=[C:11]([C:14]2[CH:15]=[N:16][CH:17]=[C:18]([C:20]3[CH:21]=[C:22]4[C:27](=[CH:28][CH:29]=3)[N:26]([CH3:30])[C:25](=[O:31])[CH2:24][CH2:23]4)[CH:19]=2)[CH2:10][CH2:9]1)=[O:7])([CH3:4])([CH3:3])[CH3:2].[H][H]. Given the product [C:1]([O:5][C:6]([N:8]1[CH2:13][CH2:12][CH:11]([C:14]2[CH:15]=[N:16][CH:17]=[C:18]([C:20]3[CH:21]=[C:22]4[C:27](=[CH:28][CH:29]=3)[N:26]([CH3:30])[C:25](=[O:31])[CH2:24][CH2:23]4)[CH:19]=2)[CH2:10][CH2:9]1)=[O:7])([CH3:4])([CH3:3])[CH3:2], predict the reactants needed to synthesize it. (4) Given the product [Br:10][C:6]1[CH:7]=[C:8]([F:9])[C:2]([Cl:1])=[CH:3][C:4]=1[NH2:5], predict the reactants needed to synthesize it. The reactants are: [Cl:1][C:2]1[CH:3]=[C:4]([CH:6]=[CH:7][C:8]=1[F:9])[NH2:5].[Br:10]N1C(=O)CCC1=O. (5) Given the product [CH3:15][O:14][N:13]([CH3:12])[C:7]([C:4]1[CH:5]=[CH:6][C:1]([CH3:10])=[CH:2][CH:3]=1)=[O:8], predict the reactants needed to synthesize it. The reactants are: [C:1]1([CH3:10])[CH:6]=[CH:5][C:4]([C:7](Cl)=[O:8])=[CH:3][CH:2]=1.Cl.[CH3:12][NH:13][O:14][CH3:15].N1C=CC=CC=1.